Dataset: Forward reaction prediction with 1.9M reactions from USPTO patents (1976-2016). Task: Predict the product of the given reaction. (1) Given the reactants [C:1]1(=O)[CH2:6][CH2:5][CH2:4][CH2:3][CH2:2]1.[H+].[B-](F)(F)(F)F.[CH2:14]([O:16][C:17](=[O:29])[CH2:18][CH:19]1[CH2:24][CH2:23][C:22]([O:27][OH:28])([O:25][OH:26])[CH2:21][CH2:20]1)[CH3:15], predict the reaction product. The product is: [CH2:14]([O:16][C:17](=[O:29])[CH2:18][CH:19]1[CH2:24][CH2:23][C:22]2([O:25][O:26][C:1]3([CH2:6][CH2:5][CH2:4][CH2:3][CH2:2]3)[O:28][O:27]2)[CH2:21][CH2:20]1)[CH3:15]. (2) Given the reactants Cl[C:2]1[C:11]2[C:6](=[CH:7][CH:8]=[N:9][CH:10]=2)[CH:5]=[C:4]([C:12]([O:14][CH2:15][CH3:16])=[O:13])[N:3]=1.FC(F)(F)C([O-])=O.[Cl:24][C:25]1[C:29]([Cl:30])=[C:28]([CH3:31])[NH:27][C:26]=1[C:32]([NH:34][CH:35]1[CH2:40][CH2:39][NH2+:38][CH2:37][CH2:36]1)=[O:33].C([O-])([O-])=O.[K+].[K+], predict the reaction product. The product is: [Cl:24][C:25]1[C:29]([Cl:30])=[C:28]([CH3:31])[NH:27][C:26]=1[C:32]([NH:34][CH:35]1[CH2:40][CH2:39][N:38]([C:2]2[C:11]3[C:6](=[CH:7][CH:8]=[N:9][CH:10]=3)[CH:5]=[C:4]([C:12]([O:14][CH2:15][CH3:16])=[O:13])[N:3]=2)[CH2:37][CH2:36]1)=[O:33]. (3) Given the reactants [NH2:1][C:2]1[CH:29]=[CH:28][C:5]2[O:6][CH2:7][C@H:8]([NH:13][C:14]([C:16]3[CH:20]=[C:19]([CH2:21][C:22]4[CH:27]=[CH:26][CH:25]=[CH:24][CH:23]=4)[O:18][N:17]=3)=[O:15])[C:9](=[O:12])[N:10]([CH3:11])[C:4]=2[CH:3]=1.[N:30]([CH:33]([CH3:35])[CH3:34])=[C:31]=[O:32], predict the reaction product. The product is: [CH2:21]([C:19]1[O:18][N:17]=[C:16]([C:14]([NH:13][C@H:8]2[CH2:7][O:6][C:5]3[CH:28]=[CH:29][C:2]([NH:1][C:31]([NH:30][CH:33]([CH3:35])[CH3:34])=[O:32])=[CH:3][C:4]=3[N:10]([CH3:11])[C:9]2=[O:12])=[O:15])[CH:20]=1)[C:22]1[CH:23]=[CH:24][CH:25]=[CH:26][CH:27]=1. (4) Given the reactants [N:1]1([C:7]2[S:8][C:9]3[C:15](=[O:16])[CH2:14][CH2:13][CH2:12][C:10]=3[CH:11]=2)[CH2:6][CH2:5][O:4][CH2:3][CH2:2]1.[Br:17]Br, predict the reaction product. The product is: [Br:17][C:11]1[C:10]2[CH2:12][CH2:13][CH2:14][C:15](=[O:16])[C:9]=2[S:8][C:7]=1[N:1]1[CH2:2][CH2:3][O:4][CH2:5][CH2:6]1. (5) Given the reactants [OH:1][C:2]1[C:3]2[O:21][N:20]=[C:19]([C:22]3[CH:27]=[CH:26][C:25]([O:28][CH3:29])=[CH:24][CH:23]=3)[C:4]=2[C:5]([C:13]2[CH:18]=[CH:17][CH:16]=[CH:15][CH:14]=2)=[N:6][C:7]=1[C:8](OCC)=[O:9].[NH2:30][CH2:31][C:32]([OH:34])=[O:33].C[O-].[Na+], predict the reaction product. The product is: [OH:1][C:2]1[C:3]2[O:21][N:20]=[C:19]([C:22]3[CH:23]=[CH:24][C:25]([O:28][CH3:29])=[CH:26][CH:27]=3)[C:4]=2[C:5]([C:13]2[CH:14]=[CH:15][CH:16]=[CH:17][CH:18]=2)=[N:6][C:7]=1[C:8]([NH:30][CH2:31][C:32]([OH:34])=[O:33])=[O:9]. (6) Given the reactants Cl.[NH:2]1[CH2:7][CH2:6][CH:5]([N:8]2[C:12]3[CH:13]=[C:14]([O:17][C:18]([F:21])([F:20])[F:19])[CH:15]=[CH:16][C:11]=3[NH:10][C:9]2=[O:22])[CH2:4][CH2:3]1.[CH2:23]([O:25][CH:26]1[CH2:31][CH2:30][C:29](=O)[CH2:28][CH2:27]1)[CH3:24].C([O-])(=O)C.[Na+].Cl, predict the reaction product. The product is: [CH2:23]([O:25][C@H:26]1[CH2:31][CH2:30][C@H:29]([N:2]2[CH2:7][CH2:6][CH:5]([N:8]3[C:12]4[CH:13]=[C:14]([O:17][C:18]([F:19])([F:21])[F:20])[CH:15]=[CH:16][C:11]=4[NH:10][C:9]3=[O:22])[CH2:4][CH2:3]2)[CH2:28][CH2:27]1)[CH3:24].